From a dataset of Forward reaction prediction with 1.9M reactions from USPTO patents (1976-2016). Predict the product of the given reaction. (1) Given the reactants [CH2:1]([N:8]1[C:13](=[O:14])[CH2:12][NH:11][C:10]2[N:15]=[CH:16][C:17](I)=[CH:18][C:9]1=2)[C:2]1[CH:7]=[CH:6][CH:5]=[CH:4][CH:3]=1.[CH3:20][S:21]([C:24]1[CH:29]=[CH:28][C:27](B(O)O)=[CH:26][CH:25]=1)(=[O:23])=[O:22], predict the reaction product. The product is: [CH2:1]([N:8]1[C:13](=[O:14])[CH2:12][NH:11][C:10]2[N:15]=[CH:16][C:17]([C:27]3[CH:28]=[CH:29][C:24]([S:21]([CH3:20])(=[O:23])=[O:22])=[CH:25][CH:26]=3)=[CH:18][C:9]1=2)[C:2]1[CH:7]=[CH:6][CH:5]=[CH:4][CH:3]=1. (2) Given the reactants C(OC([N:8]1[CH2:13][CH2:12][CH:11]([CH2:14][N:15]([CH:19]2[CH2:28][CH2:27][C:26]3[C:21](=[CH:22][C:23]([O:29][CH3:30])=[CH:24][CH:25]=3)[CH2:20]2)[CH2:16][CH2:17][CH3:18])[CH2:10][CH2:9]1)=O)(C)(C)C.FC(F)(F)C(O)=O, predict the reaction product. The product is: [CH3:30][O:29][C:23]1[CH:22]=[C:21]2[C:26]([CH2:27][CH2:28][CH:19]([N:15]([CH2:14][CH:11]3[CH2:10][CH2:9][NH:8][CH2:13][CH2:12]3)[CH2:16][CH2:17][CH3:18])[CH2:20]2)=[CH:25][CH:24]=1. (3) Given the reactants [CH2:1]([NH:3][C:4]([NH:6][C:7]1[N:23]=[C:10]2[CH:11]=[C:12]([C:17]3[CH:18]=[N:19][CH:20]=[CH:21][CH:22]=3)[CH:13]=[C:14]([CH2:15][OH:16])[N:9]2[N:8]=1)=[O:5])[CH3:2], predict the reaction product. The product is: [CH2:1]([NH:3][C:4]([NH:6][C:7]1[N:23]=[C:10]2[CH:11]=[C:12]([C:17]3[CH:18]=[N:19][CH:20]=[CH:21][CH:22]=3)[CH:13]=[C:14]([CH:15]=[O:16])[N:9]2[N:8]=1)=[O:5])[CH3:2]. (4) Given the reactants [C:1]([CH2:3][C:4]1[CH:13]=[CH:12][C:7]([C:8]([O:10][CH3:11])=[O:9])=[CH:6][CH:5]=1)#[N:2].P([S-])(OCC)(OCC)=[S:15].C(=O)([O-])O.[Na+].[OH-].[Na+], predict the reaction product. The product is: [NH2:2][C:1](=[S:15])[CH2:3][C:4]1[CH:13]=[CH:12][C:7]([C:8]([O:10][CH3:11])=[O:9])=[CH:6][CH:5]=1. (5) The product is: [NH2:27][C:23]1[CH:22]=[C:21]2[C:26](=[CH:25][CH:24]=1)[N:18]([C:16]([C:12]1[CH:13]=[C:14]([Cl:15])[C:9]([O:8][CH2:1][C:2]3[CH:3]=[CH:4][CH:5]=[CH:6][CH:7]=3)=[C:10]([Cl:30])[CH:11]=1)=[O:17])[CH2:19][CH2:20]2. Given the reactants [CH2:1]([O:8][C:9]1[C:14]([Cl:15])=[CH:13][C:12]([C:16]([N:18]2[C:26]3[C:21](=[CH:22][C:23]([N+:27]([O-])=O)=[CH:24][CH:25]=3)[CH2:20][CH2:19]2)=[O:17])=[CH:11][C:10]=1[Cl:30])[C:2]1[CH:7]=[CH:6][CH:5]=[CH:4][CH:3]=1, predict the reaction product.